Dataset: Forward reaction prediction with 1.9M reactions from USPTO patents (1976-2016). Task: Predict the product of the given reaction. (1) The product is: [CH2:19]([O:18][C:14]1[CH:13]=[C:12]([CH2:11][CH2:10][CH2:9][N:1]2[CH:5]=[CH:4][N:3]=[N:2]2)[CH:17]=[CH:16][CH:15]=1)[C:20]1[CH:21]=[CH:22][CH:23]=[CH:24][CH:25]=1. Given the reactants [NH:1]1[CH:5]=[CH:4][N:3]=[N:2]1.[H-].[Na+].I[CH2:9][CH2:10][CH2:11][C:12]1[CH:13]=[C:14]([O:18][CH2:19][C:20]2[CH:25]=[CH:24][CH:23]=[CH:22][CH:21]=2)[CH:15]=[CH:16][CH:17]=1, predict the reaction product. (2) Given the reactants [Cl:1][C:2]1[CH:21]=[CH:20][C:19]([CH2:22][NH:23][CH2:24][CH2:25][OH:26])=[CH:18][C:3]=1[C:4]([NH:6][CH2:7][C:8]12[CH2:17][CH:12]3[CH2:13][CH:14]([CH2:16][CH:10]([CH2:11]3)[CH2:9]1)[CH2:15]2)=[O:5].[CH:27]([C:29]1([NH:32][C:33](=[O:39])[O:34][C:35]([CH3:38])([CH3:37])[CH3:36])[CH2:31][CH2:30]1)=O.C(O[BH-](OC(=O)C)OC(=O)C)(=O)C.[Na+].C(=O)([O-])O.[Na+], predict the reaction product. The product is: [Cl:1][C:2]1[CH:21]=[CH:20][C:19]([CH2:22][N:23]([CH2:27][C:29]2([NH:32][C:33](=[O:39])[O:34][C:35]([CH3:38])([CH3:37])[CH3:36])[CH2:30][CH2:31]2)[CH2:24][CH2:25][OH:26])=[CH:18][C:3]=1[C:4]([NH:6][CH2:7][C:8]12[CH2:15][CH:14]3[CH2:13][CH:12]([CH2:11][CH:10]([CH2:16]3)[CH2:9]1)[CH2:17]2)=[O:5]. (3) Given the reactants C(O[C:9]([N:11](C)[N:12]1[C:21]([C:22]([OH:24])=[O:23])=[C:20]([C:25]2[CH:30]=[CH:29][CH:28]=[CH:27][CH:26]=2)[C:19]2[C:14](=[CH:15][CH:16]=[C:17]([Cl:31])[CH:18]=2)[C:13]1=[O:32])=O)C1C=CC=CC=1.[CH2:34]1[CH2:39][CH2:38][CH:37]([CH2:40]O)[CH2:36][CH2:35]1, predict the reaction product. The product is: [CH:37]1([CH2:40][O:24][C:22]([C:21]2[N:12]([NH:11][CH3:9])[C:13](=[O:32])[C:14]3[C:19]([C:20]=2[C:25]2[CH:26]=[CH:27][CH:28]=[CH:29][CH:30]=2)=[CH:18][C:17]([Cl:31])=[CH:16][CH:15]=3)=[O:23])[CH2:38][CH2:39][CH2:34][CH2:35][CH2:36]1. (4) Given the reactants [H-].[Na+].[OH:3][C:4]1[C:13]2[C:8](=[CH:9][CH:10]=[CH:11][CH:12]=2)[C:7]([CH:14]=[O:15])=[CH:6][CH:5]=1.Br[CH2:17][C:18]1[CH:23]=[CH:22][C:21]([F:24])=[CH:20][CH:19]=1.Cl, predict the reaction product. The product is: [F:24][C:21]1[CH:22]=[CH:23][C:18]([CH2:17][O:3][C:4]2[C:13]3[C:8](=[CH:9][CH:10]=[CH:11][CH:12]=3)[C:7]([CH:14]=[O:15])=[CH:6][CH:5]=2)=[CH:19][CH:20]=1. (5) Given the reactants [Cl:1][C:2]1[CH:7]=[CH:6][C:5]([C:8]2([C:11]([O:13]C)=[O:12])[CH2:10][O:9]2)=[CH:4][CH:3]=1.C(N)(C)C.CC(OC(OC(OC(C)(C)C)=O)=O)(C)C, predict the reaction product. The product is: [Cl:1][C:2]1[CH:3]=[CH:4][C:5]([C:8]([OH:9])([CH3:10])[C:11]([OH:13])=[O:12])=[CH:6][CH:7]=1. (6) Given the reactants [NH2:1][CH2:2][CH2:3][OH:4].C(=O)([O-])[O-].[Na+].[Na+].[C:11](O[C:11]([O:13][C:14]([CH3:17])([CH3:16])[CH3:15])=[O:12])([O:13][C:14]([CH3:17])([CH3:16])[CH3:15])=[O:12], predict the reaction product. The product is: [OH:4][CH2:3][CH2:2][NH:1][C:11](=[O:12])[O:13][C:14]([CH3:17])([CH3:16])[CH3:15]. (7) Given the reactants [CH:1]1([O:7][CH2:8][CH2:9][CH2:10][CH2:11][O:12][C:13]2[CH:18]=[CH:17][C:16]([CH2:19][CH2:20][CH2:21][O:22][C:23]3[CH:33]=[CH:32][C:26]([C:27]([O:29]CC)=[O:28])=[CH:25][C:24]=3[CH2:34][C:35]([NH:37][C@H:38]3[CH2:42][CH2:41][C@@H:40]([C:43]([O:45]C)=[O:44])[CH2:39]3)=[O:36])=[CH:15][CH:14]=2)[CH2:6][CH2:5][CH2:4][CH2:3][CH2:2]1.[OH-].[Na+], predict the reaction product. The product is: [C:43]([C@@H:40]1[CH2:41][CH2:42][C@H:38]([NH:37][C:35](=[O:36])[CH2:34][C:24]2[CH:25]=[C:26]([CH:32]=[CH:33][C:23]=2[O:22][CH2:21][CH2:20][CH2:19][C:16]2[CH:15]=[CH:14][C:13]([O:12][CH2:11][CH2:10][CH2:9][CH2:8][O:7][CH:1]3[CH2:6][CH2:5][CH2:4][CH2:3][CH2:2]3)=[CH:18][CH:17]=2)[C:27]([OH:29])=[O:28])[CH2:39]1)([OH:45])=[O:44].